Dataset: hERG potassium channel inhibition data for cardiac toxicity prediction from Karim et al.. Task: Regression/Classification. Given a drug SMILES string, predict its toxicity properties. Task type varies by dataset: regression for continuous values (e.g., LD50, hERG inhibition percentage) or binary classification for toxic/non-toxic outcomes (e.g., AMES mutagenicity, cardiotoxicity, hepatotoxicity). Dataset: herg_karim. (1) The drug is Cc1nnc(-c2ccc(CN3C[C@H](N)[C@H](C(=O)N4CCC[C@H]4C#N)C3)cc2)o1. The result is 0 (non-blocker). (2) The drug is c1ccc(CN2CCCC(c3c(-c4ccccc4)[nH]c4ccccc34)C2)cc1. The result is 1 (blocker). (3) The drug is N#C[C@H]1CN(C(=O)C[C@H](N)Cc2cc(F)c(F)cc2F)C[C@H]1F. The result is 0 (non-blocker). (4) The molecule is Fc1c(Cl)cccc1Cn1ccc2c(OC3CCN(Cc4ccccn4)CC3)ncnc21. The result is 1 (blocker). (5) The drug is CCN(CC)CCOc1cc(-c2nc(SC)nc3[nH]cc(C#N)c23)c(Cl)cc1Cl. The result is 1 (blocker). (6) The molecule is CN[C@H]1CC[C@@H](N2CCc3ccc(NC(=N)c4cccs4)cc32)CC1. The result is 0 (non-blocker). (7) The result is 0 (non-blocker). The compound is Cc1cc([C@]2(O)CC[C@@H](NC(=O)CCc3ccccc3)CC2)ccc1O.